From a dataset of KCNQ2 potassium channel screen with 302,405 compounds. Binary Classification. Given a drug SMILES string, predict its activity (active/inactive) in a high-throughput screening assay against a specified biological target. (1) The drug is S(c1n(N)c(nn1)CC(c1ccccc1)C)CC(O)=O. The result is 0 (inactive). (2) The drug is S(Oc1c(scc1)C(=O)Nc1ccc(cc1)C(F)(F)F)(=O)(=O)N(C)C. The result is 0 (inactive). (3) The molecule is O=C(Nc1ccc(C(=O)N2CCCCC2)cc1)CN1CCC(CC1)C. The result is 0 (inactive).